Dataset: M1 muscarinic receptor antagonist screen with 61,756 compounds. Task: Binary Classification. Given a drug SMILES string, predict its activity (active/inactive) in a high-throughput screening assay against a specified biological target. (1) The drug is O(c1cc(NC(=O)CN(c2n(nnn2)c2ccccc2)C)ccc1OCC)CC. The result is 0 (inactive). (2) The molecule is s1c(CNC(=O)c2oc3c(c2C)cccc3)ccc1. The result is 0 (inactive). (3) The molecule is Clc1c(COc2ncccc2)ccc(Cl)c1. The result is 0 (inactive). (4) The compound is O(CC(=O)N1CCCc2c1cccc2)c1cc2oc(=O)cc(c2cc1)C. The result is 0 (inactive).